Dataset: Full USPTO retrosynthesis dataset with 1.9M reactions from patents (1976-2016). Task: Predict the reactants needed to synthesize the given product. (1) Given the product [Br:22][C:14]1[S:13][C:12]([C:9]2[S:8][C:7]([C:5]3[S:6][C:2]([Br:1])=[CH:3][C:4]=3[CH2:23][C:24]([OH:26])=[O:25])=[CH:11][CH:10]=2)=[C:16]([CH2:17][C:18]([OH:20])=[O:19])[CH:15]=1, predict the reactants needed to synthesize it. The reactants are: [Br:1][C:2]1[S:6][C:5]([C:7]2[S:8][C:9]([C:12]3[S:13][C:14]([Br:22])=[CH:15][C:16]=3[CH2:17][C:18]([O:20]C)=[O:19])=[CH:10][CH:11]=2)=[C:4]([CH2:23][C:24]([O:26]C)=[O:25])[CH:3]=1.[OH-].[Na+].Cl. (2) Given the product [BrH:1].[CH2:15]([NH:18][C:19]1[S:20][CH:2]=[C:3]([C:5]2[CH:10]=[CH:9][C:8]([C:11]([F:14])([F:13])[F:12])=[CH:7][CH:6]=2)[N:21]=1)[CH2:16][CH3:17], predict the reactants needed to synthesize it. The reactants are: [Br:1][CH2:2][C:3]([C:5]1[CH:10]=[CH:9][C:8]([C:11]([F:14])([F:13])[F:12])=[CH:7][CH:6]=1)=O.[CH2:15]([NH:18][C:19]([NH2:21])=[S:20])[CH2:16][CH3:17].C(O)C. (3) Given the product [Cl:6][C:7]1[C:8]([CH3:14])=[C:9]([OH:16])[CH:11]=[CH:12][CH:13]=1, predict the reactants needed to synthesize it. The reactants are: S(=O)(=O)(O)O.[Cl:6][C:7]1[C:8]([CH3:14])=[C:9]([CH:11]=[CH:12][CH:13]=1)N.N([O-])=[O:16].[Na+]. (4) Given the product [N:1]1[CH:6]=[CH:5][CH:4]=[CH:3][C:2]=1[C:7]12[O:27][CH:8]1[CH2:9][N:10]([C:13]([O:15][C:16]([CH3:19])([CH3:18])[CH3:17])=[O:14])[CH2:11][CH2:12]2, predict the reactants needed to synthesize it. The reactants are: [N:1]1[CH:6]=[CH:5][CH:4]=[CH:3][C:2]=1[C:7]1[CH2:8][CH2:9][N:10]([C:13]([O:15][C:16]([CH3:19])([CH3:18])[CH3:17])=[O:14])[CH2:11][CH:12]=1.O.BrN1C(=[O:27])CCC1=O.[OH-].[Na+]. (5) Given the product [CH2:1]([O:3][CH2:4][CH2:5][O:6][C:7]1[CH:8]=[CH:9][C:10]([C:13]2[C:18]([O:19][CH:20]([CH3:21])[CH3:22])=[CH:17][CH:16]=[C:15]([CH:23]=[O:24])[CH:14]=2)=[CH:11][CH:12]=1)[CH3:2], predict the reactants needed to synthesize it. The reactants are: [CH2:1]([O:3][CH2:4][CH2:5][O:6][C:7]1[CH:12]=[CH:11][C:10]([C:13]2[C:18]([O:19][CH:20]([CH3:22])[CH3:21])=[CH:17][CH:16]=[C:15]([CH2:23][OH:24])[CH:14]=2)=[CH:9][CH:8]=1)[CH3:2]. (6) Given the product [CH2:1]([S:3][C:6]1[C:7]([C:12]([NH:14][C:15]2[CH:20]=[CH:19][C:18]([C:21]([F:23])([F:24])[F:22])=[CH:17][CH:16]=2)=[O:13])=[N:8][CH:9]=[CH:10][CH:11]=1)[CH3:2], predict the reactants needed to synthesize it. The reactants are: [CH2:1]([S-:3])[CH3:2].[Na+].Cl[C:6]1[C:7]([C:12]([NH:14][C:15]2[CH:20]=[CH:19][C:18]([C:21]([F:24])([F:23])[F:22])=[CH:17][CH:16]=2)=[O:13])=[N:8][CH:9]=[CH:10][CH:11]=1.CN(C=O)C. (7) Given the product [Br:27][CH:8]1[CH:7]([C:1]2[CH:2]=[CH:3][CH:4]=[CH:5][CH:6]=2)[C:15]2[C:10](=[CH:11][C:12]([O:16][CH2:17][CH2:18][CH2:19][C:20]3[CH:25]=[CH:24][CH:23]=[CH:22][CH:21]=3)=[CH:13][CH:14]=2)[C:9]1=[O:26], predict the reactants needed to synthesize it. The reactants are: [C:1]1([C:7]2[C:15]3[C:10](=[CH:11][C:12]([O:16][CH2:17][CH2:18][CH2:19][C:20]4[CH:25]=[CH:24][CH:23]=[CH:22][CH:21]=4)=[CH:13][CH:14]=3)[C:9](=[O:26])[CH:8]=2)[CH:6]=[CH:5][CH:4]=[CH:3][CH:2]=1.[Br:27]N1C(=O)CCC1=O.N(C(C)(C)C#N)=NC(C)(C)C#N.[Cl-].[Na+].